This data is from Full USPTO retrosynthesis dataset with 1.9M reactions from patents (1976-2016). The task is: Predict the reactants needed to synthesize the given product. (1) Given the product [CH3:12][O:13][N:14]=[CH:15][C:16]1[N:17]([CH2:29][CH:30]([CH3:32])[CH3:31])[C:18]2[C:27]3[CH:26]=[CH:25][CH:24]=[CH:23][C:22]=3[N:21]=[C:20]([NH2:34])[C:19]=2[N:28]=1, predict the reactants needed to synthesize it. The reactants are: C1C=C(Cl)C=C(C(OO)=O)C=1.[CH3:12][O:13][N:14]=[CH:15][C:16]1[N:17]([CH2:29][CH:30]([CH3:32])[CH3:31])[C:18]2[C:27]3[CH:26]=[CH:25][CH:24]=[CH:23][C:22]=3[N:21]=[CH:20][C:19]=2[N:28]=1.[OH-].[NH4+:34].C1(C)C=CC(S(Cl)(=O)=O)=CC=1. (2) Given the product [N:16]1[N:17]([C:2]2[S:6][N:5]=[CH:4][C:3]=2[C:7]([OH:9])=[O:8])[N:18]=[CH:19][CH:20]=1, predict the reactants needed to synthesize it. The reactants are: Br[C:2]1[S:6][N:5]=[CH:4][C:3]=1[C:7]([OH:9])=[O:8].C(=O)([O-])[O-].[K+].[K+].[N:16]1[NH:17][N:18]=[CH:19][CH:20]=1. (3) The reactants are: [F:1][C:2]1[CH:7]=[CH:6][C:5]([F:8])=[CH:4][C:3]=1[CH:9]1[CH2:13][CH2:12][CH2:11][N:10]1[C:14]1[CH:19]=[CH:18][N:17]2[N:20]=[CH:21][C:22]([C:23](O)=[O:24])=[C:16]2[N:15]=1.[C:26]([NH:29][NH2:30])(=[O:28])[CH3:27].CCN(C(C)C)C(C)C.CN(C(ON1N=NC2C=CC=NC1=2)=[N+](C)C)C.F[P-](F)(F)(F)(F)F. Given the product [C:26]([NH:29][NH:30][C:23]([C:22]1[CH:21]=[N:20][N:17]2[CH:18]=[CH:19][C:14]([N:10]3[CH2:11][CH2:12][CH2:13][CH:9]3[C:3]3[CH:4]=[C:5]([F:8])[CH:6]=[CH:7][C:2]=3[F:1])=[N:15][C:16]=12)=[O:24])(=[O:28])[CH3:27], predict the reactants needed to synthesize it. (4) Given the product [NH2:27][C:28]1[N:33]=[CH:32][C:31]([C:2]2[N:3]=[C:4]([N:21]3[CH2:26][CH2:25][O:24][CH2:23][CH2:22]3)[C:5]3[S:10][C:9]([C:11]4[CH:12]=[C:13]([NH:17][C:18](=[O:20])[CH3:19])[CH:14]=[CH:15][CH:16]=4)=[CH:8][C:6]=3[N:7]=2)=[CH:30][N:29]=1, predict the reactants needed to synthesize it. The reactants are: Cl[C:2]1[N:3]=[C:4]([N:21]2[CH2:26][CH2:25][O:24][CH2:23][CH2:22]2)[C:5]2[S:10][C:9]([C:11]3[CH:12]=[C:13]([NH:17][C:18](=[O:20])[CH3:19])[CH:14]=[CH:15][CH:16]=3)=[CH:8][C:6]=2[N:7]=1.[NH2:27][C:28]1[N:33]=[CH:32][C:31](B2OC(C)(C)C(C)(C)O2)=[CH:30][N:29]=1.